From a dataset of NCI-60 drug combinations with 297,098 pairs across 59 cell lines. Regression. Given two drug SMILES strings and cell line genomic features, predict the synergy score measuring deviation from expected non-interaction effect. (1) Drug 1: C1=NC2=C(N=C(N=C2N1C3C(C(C(O3)CO)O)O)F)N. Drug 2: C1CN(CCN1C(=O)CCBr)C(=O)CCBr. Cell line: NCI-H522. Synergy scores: CSS=27.9, Synergy_ZIP=-6.85, Synergy_Bliss=-1.26, Synergy_Loewe=-0.0586, Synergy_HSA=2.10. (2) Drug 1: CC1=C(N=C(N=C1N)C(CC(=O)N)NCC(C(=O)N)N)C(=O)NC(C(C2=CN=CN2)OC3C(C(C(C(O3)CO)O)O)OC4C(C(C(C(O4)CO)O)OC(=O)N)O)C(=O)NC(C)C(C(C)C(=O)NC(C(C)O)C(=O)NCCC5=NC(=CS5)C6=NC(=CS6)C(=O)NCCC[S+](C)C)O. Drug 2: CCN(CC)CCCC(C)NC1=C2C=C(C=CC2=NC3=C1C=CC(=C3)Cl)OC. Cell line: NCI-H226. Synergy scores: CSS=-0.756, Synergy_ZIP=0.172, Synergy_Bliss=-2.30, Synergy_Loewe=-10.8, Synergy_HSA=-6.56.